Dataset: Full USPTO retrosynthesis dataset with 1.9M reactions from patents (1976-2016). Task: Predict the reactants needed to synthesize the given product. (1) Given the product [NH2:1][C:2]1[C:11]2[C:6](=[CH:7][C:8]([C:12]([NH:19][CH:16]3[CH2:18][CH2:17]3)=[O:14])=[CH:9][CH:10]=2)[C:5]([Cl:15])=[CH:4][N:3]=1, predict the reactants needed to synthesize it. The reactants are: [NH2:1][C:2]1[C:11]2[C:6](=[CH:7][C:8]([C:12]([OH:14])=O)=[CH:9][CH:10]=2)[C:5]([Cl:15])=[CH:4][N:3]=1.[CH:16]1([NH2:19])[CH2:18][CH2:17]1.CN(C(ON1N=NC2C=CC=NC1=2)=[N+](C)C)C.F[P-](F)(F)(F)(F)F.CCN(C(C)C)C(C)C. (2) Given the product [OH:7][CH2:6][C@@H:2]1[CH2:3][CH2:4][CH2:5][N:1]1[C:13]([O:12][C:9]([CH3:11])([CH3:10])[CH3:8])=[O:14], predict the reactants needed to synthesize it. The reactants are: [NH:1]1[CH2:5][CH2:4][CH2:3][C@H:2]1[CH2:6][OH:7].[CH3:8][C:9]([O:12][C:13](O[C:13]([O:12][C:9]([CH3:11])([CH3:10])[CH3:8])=[O:14])=[O:14])([CH3:11])[CH3:10].C([O-])(O)=O.[Na+]. (3) Given the product [CH:24]1([C:23]([CH:27]2[CH2:29][CH2:28]2)=[CH:22][CH2:21][CH2:20][O:18][C:15]2[CH:14]=[CH:13][C:12]([C:9]3[CH:8]=[CH:7][C:6]([C:4]([OH:3])=[O:5])=[CH:11][CH:10]=3)=[CH:17][CH:16]=2)[CH2:26][CH2:25]1, predict the reactants needed to synthesize it. The reactants are: C([O:3][C:4]([C:6]1[CH:11]=[CH:10][C:9]([C:12]2[CH:17]=[CH:16][C:15]([OH:18])=[CH:14][CH:13]=2)=[CH:8][CH:7]=1)=[O:5])C.Cl[CH2:20][CH2:21][CH:22]=[C:23]([CH:27]1[CH2:29][CH2:28]1)[CH:24]1[CH2:26][CH2:25]1. (4) Given the product [Cl:1][C:2]1[CH:7]=[CH:6][C:5]([C:8]2[NH:15][C:13](=[O:14])[C:12]3[C:11](=[CH:19][C:18]([O:20][CH3:21])=[C:17]([O:22][CH3:23])[CH:16]=3)[N:10]=2)=[CH:4][CH:3]=1, predict the reactants needed to synthesize it. The reactants are: [Cl:1][C:2]1[CH:7]=[CH:6][C:5]([C:8]([NH:10][C:11]2[CH:19]=[C:18]([O:20][CH3:21])[C:17]([O:22][CH3:23])=[CH:16][C:12]=2[C:13]([NH2:15])=[O:14])=O)=[CH:4][CH:3]=1.[OH-].[Na+].CCOC(C)=O. (5) Given the product [C:1]([O:5][C:6]([N:8]1[C:24](=[O:25])[C:23]2[C:13]3[CH:14]=[CH:15][C:20]4[CH:19]=[N:18][C:17]([C:60]5[CH:61]=[CH:62][CH:63]=[CH:64][C:59]=5[F:58])=[CH:16][C:21]=4[C:12]=3[NH:11][C:10]=2[CH2:9]1)=[O:7])([CH3:2])([CH3:4])[CH3:3], predict the reactants needed to synthesize it. The reactants are: [C:1]([O:5][C:6]([N:8]1[C:24](=[O:25])[C:23]2[C:13]3[CH:14]=[CH:15][C:16]4[CH:17]=[N:18][C:19](Cl)=[CH:20][C:21]=4[C:12]=3[N:11](C(OC(C)(C)C)=O)[C:10]=2[CH2:9]1)=[O:7])([CH3:4])([CH3:3])[CH3:2].C1C=CC(P(C2C=CC=CC=2)C2C=CC=CC=2)=CC=1.C([O-])([O-])=O.[Cs+].[Cs+].[F:58][C:59]1[CH:64]=[CH:63][CH:62]=[CH:61][C:60]=1B(O)O. (6) Given the product [ClH:31].[ClH:31].[N:1]1[CH:6]=[CH:5][CH:4]=[C:3]([C:7]2[C:17]3[O:16][CH2:15][CH2:14][NH:13][CH2:12][C:11]=3[CH:10]=[CH:9][CH:8]=2)[CH:2]=1, predict the reactants needed to synthesize it. The reactants are: [N:1]1[CH:6]=[CH:5][CH:4]=[C:3]([C:7]2[C:17]3[O:16][CH2:15][CH2:14][N:13](C(OC(C)(C)C)=O)[CH2:12][C:11]=3[CH:10]=[CH:9][CH:8]=2)[CH:2]=1.C(OCC)(=O)C.[ClH:31].